From a dataset of Forward reaction prediction with 1.9M reactions from USPTO patents (1976-2016). Predict the product of the given reaction. (1) Given the reactants [CH:1]([N:4]1[C:9](=[O:10])[CH:8]=[CH:7][C:6]([C:11]2[S:15][C:14]([C:16]([O:18]CC)=O)=[N:13][C:12]=2[C:21]2[CH:26]=[CH:25][CH:24]=[CH:23][CH:22]=2)=[N:5]1)([CH3:3])[CH3:2].[CH2:27]([NH2:29])[CH3:28], predict the reaction product. The product is: [CH2:27]([NH:29][C:16]([C:14]1[S:15][C:11]([C:6]2[CH:7]=[CH:8][C:9](=[O:10])[N:4]([CH:1]([CH3:3])[CH3:2])[N:5]=2)=[C:12]([C:21]2[CH:22]=[CH:23][CH:24]=[CH:25][CH:26]=2)[N:13]=1)=[O:18])[CH3:28]. (2) Given the reactants [OH:1][CH:2]([C:5]1[CH:17]=[CH:16][C:8]([C:9]([O:11][C:12]([CH3:15])([CH3:14])[CH3:13])=[O:10])=[CH:7][CH:6]=1)[CH:3]=[CH2:4].[Cr](O[Cr]([O-])(=O)=O)([O-])(=O)=O.[NH+]1C=CC=CC=1.[NH+]1C=CC=CC=1, predict the reaction product. The product is: [C:2]([C:5]1[CH:17]=[CH:16][C:8]([C:9]([O:11][C:12]([CH3:14])([CH3:13])[CH3:15])=[O:10])=[CH:7][CH:6]=1)(=[O:1])[CH:3]=[CH2:4].